Dataset: Forward reaction prediction with 1.9M reactions from USPTO patents (1976-2016). Task: Predict the product of the given reaction. (1) Given the reactants [N+:1]([C:4]1[CH:5]=[C:6]([CH2:10][C:11]#[N:12])[CH:7]=[CH:8][CH:9]=1)([O-])=O.[Cl-].N, predict the reaction product. The product is: [NH2:1][C:4]1[CH:5]=[C:6]([CH2:10][C:11]#[N:12])[CH:7]=[CH:8][CH:9]=1. (2) Given the reactants Br[C:2]1[CH:11]=[CH:10][C:9]2[C:4](=[CH:5][CH:6]=[C:7]([O:12][CH3:13])[CH:8]=2)[CH:3]=1.[CH3:14][O:15][C:16]1[CH:21]=[CH:20][C:19](OB(O)O)=[CH:18][CH:17]=1, predict the reaction product. The product is: [CH3:13][O:12][C:7]1[CH:6]=[CH:5][C:4]2[C:9](=[CH:10][CH:11]=[C:2]([C:19]3[CH:20]=[CH:21][C:16]([O:15][CH3:14])=[CH:17][CH:18]=3)[CH:3]=2)[CH:8]=1. (3) Given the reactants [C:1]([O:5][C:6]([CH2:8][O:9][C:10]1[CH:11]=[C:12]([C:16](=[O:18])[CH3:17])[CH:13]=[CH:14][CH:15]=1)=[O:7])([CH3:4])([CH3:3])[CH3:2].[CH:19](=O)[C:20]1[CH:25]=[CH:24][CH:23]=[N:22][CH:21]=1.N1CCCCC1, predict the reaction product. The product is: [N:22]1[CH:23]=[CH:24][CH:25]=[C:20]([CH:19]=[CH:17][C:16]([C:12]2[CH:13]=[CH:14][CH:15]=[C:10]([O:9][CH2:8][C:6]([O:5][C:1]([CH3:4])([CH3:2])[CH3:3])=[O:7])[CH:11]=2)=[O:18])[CH:21]=1. (4) Given the reactants [CH2:1]1[S:6](=[O:8])(=[O:7])[O:5][CH2:4][CH2:3][CH2:2]1.[C:9]1([CH:16]=[CH:15][C:13]([OH:14])=[CH:12][CH:11]=1)[OH:10].[OH-:17].[Na+:18], predict the reaction product. The product is: [C:13]1([O:14][CH2:4][CH2:3][CH2:2][CH2:1][S:6]([O-:7])(=[O:5])=[O:17])[CH:15]=[CH:16][C:9]([O:10][CH2:4][CH2:3][CH2:2][CH2:1][S:6]([O-:5])(=[O:8])=[O:7])=[CH:11][CH:12]=1.[Na+:18].[Na+:18]. (5) Given the reactants [Cl:1][C:2]1[CH:11]=[C:10](Cl)[CH:9]=[C:8]2[C:3]=1[C:4](=[O:21])[C:5]([CH3:20])([C:14]1[CH:19]=[CH:18][CH:17]=[CH:16][CH:15]=1)[C:6](=[O:13])[NH:7]2.C([O-])([O-])=O.[K+].[K+].[CH2:28]([N:30](CC)[CH2:31]C)C.Cl.CNC, predict the reaction product. The product is: [Cl:1][C:2]1[CH:11]=[C:10]([N:30]([CH3:31])[CH3:28])[CH:9]=[C:8]2[C:3]=1[C:4](=[O:21])[C:5]([CH3:20])([C:14]1[CH:19]=[CH:18][CH:17]=[CH:16][CH:15]=1)[C:6](=[O:13])[NH:7]2. (6) Given the reactants [CH2:1]([O:3][C:4]([C:6]1[C:11](=[O:12])[NH:10][C:9]([CH:13]([N:15]2[CH2:20][CH2:19][N:18]([S:21]([C:24]3[CH:29]=[CH:28][C:27]([O:30][CH3:31])=[CH:26][CH:25]=3)(=[O:23])=[O:22])[CH2:17][CH2:16]2)[CH3:14])=[N:8][CH:7]=1)=[O:5])[CH3:2].[CH:32]1(I)[CH2:36][CH2:35][CH2:34][CH2:33]1.C(=O)([O-])[O-].[K+].[K+].CC#N, predict the reaction product. The product is: [CH2:1]([O:3][C:4]([C:6]1[C:11]([O:12][CH:32]2[CH2:36][CH2:35][CH2:34][CH2:33]2)=[N:10][C:9]([CH:13]([N:15]2[CH2:20][CH2:19][N:18]([S:21]([C:24]3[CH:25]=[CH:26][C:27]([O:30][CH3:31])=[CH:28][CH:29]=3)(=[O:23])=[O:22])[CH2:17][CH2:16]2)[CH3:14])=[N:8][CH:7]=1)=[O:5])[CH3:2]. (7) The product is: [CH3:1][O:2][C:3]1[CH:9]=[CH:8][C:6]([NH:7][CH:11]([CH3:16])[C:12]([O:14][CH3:15])=[O:13])=[CH:5][CH:4]=1. Given the reactants [CH3:1][O:2][C:3]1[CH:9]=[CH:8][C:6]([NH2:7])=[CH:5][CH:4]=1.Br[CH:11]([CH3:16])[C:12]([O:14][CH3:15])=[O:13].C(=O)([O-])[O-].[K+].[K+].CN(C=O)C, predict the reaction product.